This data is from Catalyst prediction with 721,799 reactions and 888 catalyst types from USPTO. The task is: Predict which catalyst facilitates the given reaction. (1) Reactant: [O:1]=[C:2]1[CH:11]=[C:10]([C:12]([O:14][CH2:15][CH3:16])=[O:13])[C:9]2[C:4](=[CH:5][C:6](OS(C(F)(F)F)(=O)=O)=[CH:7][CH:8]=2)[O:3]1.[Cl:25][C:26]1[CH:31]=[CH:30][CH:29]=[C:28]([Cl:32])[C:27]=1[C:33]1[C:37]([CH2:38][O:39][C:40]2[CH:45]=[CH:44][C:43](B3OC(C)(C)C(C)(C)O3)=[CH:42][CH:41]=2)=[C:36]([CH:55]([CH3:57])[CH3:56])[O:35][N:34]=1.P([O-])([O-])([O-])=O.[K+].[K+].[K+].C(OCC)(=O)C. Product: [Cl:32][C:28]1[CH:29]=[CH:30][CH:31]=[C:26]([Cl:25])[C:27]=1[C:33]1[C:37]([CH2:38][O:39][C:40]2[CH:41]=[CH:42][C:43]([C:6]3[CH:5]=[C:4]4[C:9]([C:10]([C:12]([O:14][CH2:15][CH3:16])=[O:13])=[CH:11][C:2](=[O:1])[O:3]4)=[CH:8][CH:7]=3)=[CH:44][CH:45]=2)=[C:36]([CH:55]([CH3:57])[CH3:56])[O:35][N:34]=1. The catalyst class is: 149. (2) Reactant: [CH2:1]([CH:3]1[C:12]2[C:7](=[CH:8][C:9]([O:13]C)=[CH:10][CH:11]=2)[NH:6][CH2:5][CH2:4]1)[CH3:2].B(Br)(Br)Br.N#N. Product: [CH2:1]([CH:3]1[C:12]2[C:7](=[CH:8][C:9]([OH:13])=[CH:10][CH:11]=2)[NH:6][CH2:5][CH2:4]1)[CH3:2]. The catalyst class is: 2. (3) Reactant: [NH:1]([C:8]1[CH:9]=[C:10]([CH:15]=[CH:16][CH:17]=1)[C:11](OC)=[O:12])[C:2]1[CH:7]=[CH:6][CH:5]=[CH:4][CH:3]=1.[H-].[Al+3].[Li+].[H-].[H-].[H-].O.O.O.O.O.O.O.O.O.O.[O-]S([O-])(=O)=O.[Na+].[Na+]. Product: [NH:1]([C:8]1[CH:9]=[C:10]([CH2:11][OH:12])[CH:15]=[CH:16][CH:17]=1)[C:2]1[CH:3]=[CH:4][CH:5]=[CH:6][CH:7]=1. The catalyst class is: 7. (4) Reactant: Br[CH2:2][C:3]1[N:7]([CH3:8])[N:6]([CH:9]2[CH2:14][CH2:13][CH2:12][CH2:11][CH2:10]2)[C:5](=[O:15])[C:4]=1[Cl:16].Cl.[Cl:18][C:19]1[CH:20]=[CH:21][C:22]([O:31][CH3:32])=[C:23]([N:25]2[CH2:30][CH2:29][NH:28][CH2:27][CH2:26]2)[CH:24]=1.C(=O)([O-])[O-].[K+].[K+]. Product: [Cl:16][C:4]1[C:5](=[O:15])[N:6]([CH:9]2[CH2:14][CH2:13][CH2:12][CH2:11][CH2:10]2)[N:7]([CH3:8])[C:3]=1[CH2:2][N:28]1[CH2:27][CH2:26][N:25]([C:23]2[CH:24]=[C:19]([Cl:18])[CH:20]=[CH:21][C:22]=2[O:31][CH3:32])[CH2:30][CH2:29]1. The catalyst class is: 10. (5) Reactant: COC1C=CC([CH:9]2O[CH:10]2[C:12]([C:14]2[CH:19]=[C:18]([O:20][CH3:21])[C:17]([O:22][CH3:23])=[C:16]([O:24][CH3:25])[CH:15]=2)=[O:13])=CC=1.B(F)(F)F.C[CH2:31][O:32][CH2:33][CH3:34].Cl.[NH2:36]O.N1C=[CH:42][CH:41]=[CH:40][CH:39]=1. Product: [CH3:31][O:32][C:33]1[CH:34]=[CH:42][C:41]([C:10]2[CH:9]=[N:36][O:13][C:12]=2[C:14]2[CH:19]=[C:18]([O:20][CH3:21])[C:17]([O:22][CH3:23])=[C:16]([O:24][CH3:25])[CH:15]=2)=[CH:40][CH:39]=1. The catalyst class is: 28. (6) Reactant: [CH3:1][N:2]1[C:11]2[C:6](=[CH:7][C:8]([S:12](Cl)(=[O:14])=[O:13])=[CH:9][CH:10]=2)[N:5]([CH3:16])[C:4](=[O:17])[C:3]1=[O:18].[O:19]1[CH2:24][CH2:23][O:22][C:21]2[CH:25]=[C:26]([NH2:29])[CH:27]=[CH:28][C:20]1=2.C(N(CC)CC)C. Product: [O:19]1[CH2:24][CH2:23][O:22][C:21]2[CH:25]=[C:26]([NH:29][S:12]([C:8]3[CH:7]=[C:6]4[C:11](=[CH:10][CH:9]=3)[N:2]([CH3:1])[C:3](=[O:18])[C:4](=[O:17])[N:5]4[CH3:16])(=[O:14])=[O:13])[CH:27]=[CH:28][C:20]1=2. The catalyst class is: 4.